Dataset: Full USPTO retrosynthesis dataset with 1.9M reactions from patents (1976-2016). Task: Predict the reactants needed to synthesize the given product. Given the product [C:1]([O:5][C:6]([N:8]1[CH2:13][CH2:12][CH:11]([NH:14][CH2:18][C:17]2[CH:26]=[C:27]([N+:31]([O-:33])=[O:32])[C:28]([CH3:30])=[CH:29][C:16]=2[CH3:15])[CH2:10][CH2:9]1)=[O:7])([CH3:4])([CH3:2])[CH3:3], predict the reactants needed to synthesize it. The reactants are: [C:1]([O:5][C:6]([N:8]1[CH2:13][CH2:12][CH:11]([NH2:14])[CH2:10][CH2:9]1)=[O:7])([CH3:4])([CH3:3])[CH3:2].[CH3:15][C:16]1[CH:29]=[C:28]([CH3:30])[C:27]([N+:31]([O-:33])=[O:32])=[CH:26][C:17]=1[CH2:18]NC1CCNCC1.[BH4-].[Na+].C(O)(=O)C.